The task is: Predict the reaction yield, written as a fraction of the theoretical maximum amount of product (1.0 means a 100% yield; for example, 0.34 means a 34% yield).. This data is from Reaction yield outcomes from USPTO patents with 853,638 reactions. (1) The catalyst is C(OCC)(=O)C.CO.[Pd]. The reactants are [CH2:1]([O:8][CH2:9][CH2:10][O:11][C:12]1[CH:13]=[CH:14][C:15]([N+:19]([O-])=O)=[C:16]([CH3:18])[CH:17]=1)[C:2]1[CH:7]=[CH:6][CH:5]=[CH:4][CH:3]=1.N1CCC[CH2:23]1. The yield is 0.220. The product is [CH2:1]([O:8][CH2:9][CH2:10][O:11][C:12]1[CH:17]=[C:16]2[C:15](=[CH:14][CH:13]=1)[NH:19][CH:23]=[CH:18]2)[C:2]1[CH:7]=[CH:6][CH:5]=[CH:4][CH:3]=1. (2) The reactants are Cl[C:2]1[C:7]([N:8]=[C:9]=[S:10])=[CH:6][CH:5]=[CH:4][N:3]=1.[Br:11][C:12]1[CH:13]=[C:14]([O:19][C:20]2[CH:25]=[CH:24][CH:23]=[CH:22][CH:21]=2)[C:15]([NH2:18])=[N:16][CH:17]=1.C(OCC)(=O)C. The catalyst is CN(C=O)C. The product is [Br:11][C:12]1[CH:13]=[C:14]([O:19][C:20]2[CH:25]=[CH:24][CH:23]=[CH:22][CH:21]=2)[C:15]([NH:18][C:9]2[S:10][C:2]3[C:7]([N:8]=2)=[CH:6][CH:5]=[CH:4][N:3]=3)=[N:16][CH:17]=1. The yield is 0.772. (3) The reactants are [N+:1]([C:4]1[CH:12]=[C:11]2[C:7]([CH:8]=[C:9]([C:13]([O:15][CH3:16])=[O:14])[NH:10]2)=[CH:6][CH:5]=1)([O-])=O.[NH4+].[Cl-]. The catalyst is C1COCC1.CO.O.[Zn]. The product is [NH2:1][C:4]1[CH:12]=[C:11]2[C:7]([CH:8]=[C:9]([C:13]([O:15][CH3:16])=[O:14])[NH:10]2)=[CH:6][CH:5]=1. The yield is 0.860. (4) The reactants are [CH2:1]([OH:5])[CH2:2][C:3]#[CH:4].[O:6]1[CH:11]=[CH:10][CH2:9][CH2:8][CH2:7]1.C1(C)C=CC(S([O-])(=O)=O)=CC=1.[NH+]1C=CC=CC=1.O. The catalyst is ClCCl. The product is [CH2:1]([O:5][CH:7]1[CH2:8][CH2:9][CH2:10][CH2:11][O:6]1)[CH2:2][C:3]#[CH:4]. The yield is 0.980. (5) The reactants are [CH2:1]([O:7][C:8]([NH:10][C@@H:11]([C:15]([CH3:18])([CH3:17])[CH3:16])[C:12]([OH:14])=O)=[O:9])[CH2:2][CH2:3][CH2:4][CH:5]=[CH2:6].CCN(C(C)C)C(C)C.CN(C(ON1N=NC2C=CC=NC1=2)=[N+](C)C)C.F[P-](F)(F)(F)(F)F.[CH3:52][N:53]([CH3:77])[C:54]1[CH:55]=[C:56]2[C:61](=[CH:62][C:63]=1[CH:64]=[CH2:65])[CH:60]=[C:59]([C@@:66]1([O:75][CH3:76])[CH2:70][NH:69][C@H:68]([C:71]([O:73][CH3:74])=[O:72])[CH2:67]1)[CH:58]=[CH:57]2. The catalyst is C(Cl)Cl. The product is [CH3:77][N:53]([CH3:52])[C:54]1[CH:55]=[C:56]2[C:61](=[CH:62][C:63]=1[CH:64]=[CH2:65])[CH:60]=[C:59]([C@@:66]1([O:75][CH3:76])[CH2:70][N:69]([C:12](=[O:14])[C@@H:11]([NH:10][C:8]([O:7][CH2:1][CH2:2][CH2:3][CH2:4][CH:5]=[CH2:6])=[O:9])[C:15]([CH3:18])([CH3:17])[CH3:16])[C@H:68]([C:71]([O:73][CH3:74])=[O:72])[CH2:67]1)[CH:58]=[CH:57]2. The yield is 1.00. (6) The reactants are [CH3:1][C:2]1([CH3:19])[CH2:11][C:10](=[O:12])[C:9]2[C:4](=[CH:5][CH:6]=[C:7]([C:13]#[C:14][Si](C)(C)C)[CH:8]=2)[S:3]1.C([O-])([O-])=O.[K+].[K+]. The catalyst is CO.O. The product is [C:13]([C:7]1[CH:8]=[C:9]2[C:4](=[CH:5][CH:6]=1)[S:3][C:2]([CH3:1])([CH3:19])[CH2:11][C:10]2=[O:12])#[CH:14]. The yield is 0.990.